From a dataset of Peptide-MHC class II binding affinity with 134,281 pairs from IEDB. Regression. Given a peptide amino acid sequence and an MHC pseudo amino acid sequence, predict their binding affinity value. This is MHC class II binding data. (1) The peptide sequence is TLWQRPLVTIKIGGQLTEAL. The MHC is DRB1_1201 with pseudo-sequence DRB1_1201. The binding affinity (normalized) is 0.245. (2) The peptide sequence is TVLKQLVKSGVLAMS. The MHC is HLA-DQA10301-DQB10302 with pseudo-sequence HLA-DQA10301-DQB10302. The binding affinity (normalized) is 0.154. (3) The peptide sequence is GELQIVDKIDAAYKI. The MHC is DRB1_0404 with pseudo-sequence DRB1_0404. The binding affinity (normalized) is 0.632. (4) The MHC is DRB1_0404 with pseudo-sequence DRB1_0404. The peptide sequence is GKEELQEIPTMLKKG. The binding affinity (normalized) is 0.490. (5) The peptide sequence is FFHMNIYECKGVTVK. The MHC is HLA-DQA10501-DQB10201 with pseudo-sequence HLA-DQA10501-DQB10201. The binding affinity (normalized) is 0.161. (6) The peptide sequence is GELQIVDKIDAAFAI. The MHC is DRB5_0101 with pseudo-sequence DRB5_0101. The binding affinity (normalized) is 0.616. (7) The peptide sequence is KSLAGPISQHNHRPG. The MHC is DRB1_0901 with pseudo-sequence DRB1_0901. The binding affinity (normalized) is 0.108.